Dataset: NCI-60 drug combinations with 297,098 pairs across 59 cell lines. Task: Regression. Given two drug SMILES strings and cell line genomic features, predict the synergy score measuring deviation from expected non-interaction effect. (1) Drug 1: C1CCC(CC1)NC(=O)N(CCCl)N=O. Drug 2: C1=CC(=CC=C1C#N)C(C2=CC=C(C=C2)C#N)N3C=NC=N3. Cell line: OVCAR-4. Synergy scores: CSS=2.37, Synergy_ZIP=-0.886, Synergy_Bliss=-0.898, Synergy_Loewe=-1.07, Synergy_HSA=-1.13. (2) Drug 1: CC1=C2C(C(=O)C3(C(CC4C(C3C(C(C2(C)C)(CC1OC(=O)C(C(C5=CC=CC=C5)NC(=O)C6=CC=CC=C6)O)O)OC(=O)C7=CC=CC=C7)(CO4)OC(=O)C)O)C)OC(=O)C. Drug 2: CC1C(C(CC(O1)OC2CC(OC(C2O)C)OC3=CC4=CC5=C(C(=O)C(C(C5)C(C(=O)C(C(C)O)O)OC)OC6CC(C(C(O6)C)O)OC7CC(C(C(O7)C)O)OC8CC(C(C(O8)C)O)(C)O)C(=C4C(=C3C)O)O)O)O. Cell line: DU-145. Synergy scores: CSS=36.0, Synergy_ZIP=4.81, Synergy_Bliss=9.88, Synergy_Loewe=0.363, Synergy_HSA=7.92. (3) Drug 1: CNC(=O)C1=CC=CC=C1SC2=CC3=C(C=C2)C(=NN3)C=CC4=CC=CC=N4. Drug 2: C1=CC(=CC=C1CCCC(=O)O)N(CCCl)CCCl. Cell line: CCRF-CEM. Synergy scores: CSS=37.4, Synergy_ZIP=-6.03, Synergy_Bliss=-12.2, Synergy_Loewe=-11.6, Synergy_HSA=-10.8. (4) Drug 1: CC1=C(C(CCC1)(C)C)C=CC(=CC=CC(=CC(=O)O)C)C. Drug 2: CCC(=C(C1=CC=CC=C1)C2=CC=C(C=C2)OCCN(C)C)C3=CC=CC=C3.C(C(=O)O)C(CC(=O)O)(C(=O)O)O. Cell line: UO-31. Synergy scores: CSS=1.16, Synergy_ZIP=-1.51, Synergy_Bliss=-0.115, Synergy_Loewe=-0.788, Synergy_HSA=-0.253.